This data is from Reaction yield outcomes from USPTO patents with 853,638 reactions. The task is: Predict the reaction yield, written as a fraction of the theoretical maximum amount of product (1.0 means a 100% yield; for example, 0.34 means a 34% yield). (1) The reactants are [C:1]([OH:7])(=O)[C:2]([CH3:5])([CH3:4])[CH3:3].N1(O)C2C=CC=CC=2N=N1.Cl.CN(C)CCCN=C=NCC.Cl.[NH2:31][C:32]1[C:33]2[C:43]([O:44][CH2:45][C@H:46]3[CH2:51][CH2:50][CH2:49][NH:48][CH2:47]3)=[CH:42][CH:41]=[CH:40][C:34]=2[NH:35][S:36](=[O:39])(=[O:38])[N:37]=1. The catalyst is O=[N+]([O-])[O-].[O-][N+](=O)[O-].[O-][N+](=O)[O-].[O-][N+](=O)[O-].[O-][N+](=O)[O-].[O-][N+](=O)[O-].[Ce+4].[NH4+].[NH4+].CN(C=O)C. The product is [NH2:31][C:32]1[C:33]2[C:43]([O:44][CH2:45][C@H:46]3[CH2:51][CH2:50][CH2:49][N:48]([C:1](=[O:7])[C:2]([CH3:5])([CH3:4])[CH3:3])[CH2:47]3)=[CH:42][CH:41]=[CH:40][C:34]=2[NH:35][S:36](=[O:38])(=[O:39])[N:37]=1. The yield is 0.480. (2) The reactants are [Cl:1][C:2]1[C:7]([C:8]([OH:10])=[O:9])=[CH:6][CH:5]=[C:4]([O:11][CH3:12])[N:3]=1.C([O-])(=O)C.[Na+].[Br:18]Br. The catalyst is C(O)(=O)C. The product is [Cl:1][C:2]1[C:7]([C:8]([OH:10])=[O:9])=[CH:6][C:5]([Br:18])=[C:4]([O:11][CH3:12])[N:3]=1. The yield is 0.780. (3) The reactants are [CH3:1][S:2]([C:5]1[CH:10]=[CH:9][C:8]([C:11]2[N:16]=[CH:15][C:14]([O:17][CH2:18][CH:19]3[CH2:24][CH2:23][N:22](C(OC(C)(C)C)=O)[CH2:21][CH2:20]3)=[CH:13][CH:12]=2)=[CH:7][CH:6]=1)(=[O:4])=[O:3].[ClH:32].CO. The catalyst is O1CCOCC1. The product is [ClH:32].[CH3:1][S:2]([C:5]1[CH:10]=[CH:9][C:8]([C:11]2[CH:12]=[CH:13][C:14]([O:17][CH2:18][CH:19]3[CH2:24][CH2:23][NH:22][CH2:21][CH2:20]3)=[CH:15][N:16]=2)=[CH:7][CH:6]=1)(=[O:3])=[O:4]. The yield is 0.930. (4) The reactants are [NH:1]1[CH2:6][CH2:5][CH2:4][CH:3]([C:7]2[N:8]3[CH2:14][CH2:13][CH2:12][C:9]3=[N:10][N:11]=2)[CH2:2]1.Cl[C:16]1[N:21]=[C:20]([NH2:22])[C:19]([N+:23]([O-:25])=[O:24])=[CH:18][CH:17]=1.C(N(CC)CC)C. The catalyst is C(#N)C. The product is [N:10]1[N:11]=[C:7]([CH:3]2[CH2:4][CH2:5][CH2:6][N:1]([C:16]3[N:21]=[C:20]([NH2:22])[C:19]([N+:23]([O-:25])=[O:24])=[CH:18][CH:17]=3)[CH2:2]2)[N:8]2[CH2:14][CH2:13][CH2:12][C:9]=12. The yield is 0.649. (5) The reactants are [CH2:1]([N:8]1[C:20]2[CH:19]=[CH:18][C:17](Br)=[CH:16][C:15]=2[C:14]2[C:9]1=[CH:10][CH:11]=[C:12](Br)[CH:13]=2)[C:2]1[CH:7]=[CH:6][CH:5]=[CH:4][CH:3]=1.[Li]C[CH2:25][CH2:26][CH3:27].[CH:28]([Si:31](OS(C(F)(F)F)(=O)=O)([CH:35]([CH3:37])[CH3:36])[CH:32]([CH3:34])[CH3:33])([CH3:30])[CH3:29]. The catalyst is C1COCC1. The product is [CH2:1]([N:8]1[C:20]2[CH:19]=[CH:18][C:17]([Si:31]([CH:35]([CH3:37])[CH3:36])([CH:32]([CH3:34])[CH3:33])[CH:28]([CH3:30])[CH3:29])=[CH:16][C:15]=2[C:14]2[C:9]1=[CH:10][CH:11]=[C:12]([Si:31]([CH:32]([CH3:34])[CH3:33])([CH:26]([CH3:27])[CH3:25])[CH:28]([CH3:30])[CH3:29])[CH:13]=2)[C:2]1[CH:7]=[CH:6][CH:5]=[CH:4][CH:3]=1. The yield is 0.350. (6) The catalyst is C1COCC1. The reactants are C[Si]([N-][Si](C)(C)C)(C)C.[Li+].[CH3:11][CH:12]([C@H:14]1[CH2:19][O:18][C:16](=[O:17])[CH2:15]1)[CH3:13].[CH2:20](I)[C:21]1[CH:26]=[CH:25][CH:24]=[CH:23][CH:22]=1. The product is [CH2:20]([C@@H:15]1[C@@H:14]([CH:12]([CH3:13])[CH3:11])[CH2:19][O:18][C:16]1=[O:17])[C:21]1[CH:26]=[CH:25][CH:24]=[CH:23][CH:22]=1. The yield is 0.580. (7) The reactants are [F:1][C:2]1[CH:7]=[C:6]([I:8])[CH:5]=[CH:4][C:3]=1[NH:9][C:10]1[CH:11]=[N:12][CH:13]=[CH:14][C:15]=1[C:16]([N:18]1[CH2:21][C:20]([C@@H:23]2[CH2:28][CH2:27][CH2:26][CH2:25][N:24]2[C:29]([O:31][C:32]([CH3:35])([CH3:34])[CH3:33])=[O:30])([OH:22])[CH2:19]1)=[O:17].ClC1C=C(C=CC=1)C(OO)=[O:41]. The catalyst is ClCCl. The product is [F:1][C:2]1[CH:7]=[C:6]([I:8])[CH:5]=[CH:4][C:3]=1[NH:9][C:10]1[CH:11]=[N+:12]([O-:41])[CH:13]=[CH:14][C:15]=1[C:16]([N:18]1[CH2:21][C:20]([C@@H:23]2[CH2:28][CH2:27][CH2:26][CH2:25][N:24]2[C:29]([O:31][C:32]([CH3:35])([CH3:34])[CH3:33])=[O:30])([OH:22])[CH2:19]1)=[O:17]. The yield is 0.690. (8) The reactants are [CH:1]([N:4]1[C:13]2[C:8](=[CH:9][C:10]3[O:16][CH2:15][O:14][C:11]=3[CH:12]=2)[C:7]([C:17]2[CH:22]=[CH:21][C:20]([OH:23])=[C:19]([NH2:24])[CH:18]=2)=[N:6][C:5]1=[O:25])([CH3:3])[CH3:2].[CH:26](OCC)(OCC)OCC. The catalyst is CCOC(C)=O. The product is [CH:1]([N:4]1[C:13]2[C:8](=[CH:9][C:10]3[O:16][CH2:15][O:14][C:11]=3[CH:12]=2)[CH:7]([C:17]2[CH:22]=[CH:21][C:20]3[O:23][CH:26]=[N:24][C:19]=3[CH:18]=2)[NH:6][C:5]1=[O:25])([CH3:3])[CH3:2]. The yield is 0.710. (9) The product is [N+:17]([C:20]1[CH:21]=[CH:22][C:23]([C:24]([NH:9][C:1]([CH2:4][C:5]([CH3:8])([CH3:7])[CH3:6])([CH3:3])[CH3:2])=[O:25])=[CH:27][CH:28]=1)([O-:19])=[O:18]. The catalyst is ClC(Cl)C. The reactants are [C:1]([NH2:9])([CH2:4][C:5]([CH3:8])([CH3:7])[CH3:6])([CH3:3])[CH3:2].C(N(CC)CC)C.[N+:17]([C:20]1[CH:28]=[CH:27][C:23]([C:24](Cl)=[O:25])=[CH:22][CH:21]=1)([O-:19])=[O:18]. The yield is 0.760.